This data is from Forward reaction prediction with 1.9M reactions from USPTO patents (1976-2016). The task is: Predict the product of the given reaction. (1) Given the reactants [Cl:1][C:2]1[CH:7]=[CH:6][C:5]([C:8](=[O:35])[CH2:9][N:10]2[C:14]3([CH2:19][CH2:18][N:17](C(OC(C)(C)C)=O)[CH2:16][CH2:15]3)[N:13]=[C:12]([C:27]3[CH:32]=[CH:31][C:30]([Cl:33])=[CH:29][CH:28]=3)[C:11]2=[O:34])=[CH:4][C:3]=1[CH3:36].Cl, predict the reaction product. The product is: [Cl:1][C:2]1[CH:7]=[CH:6][C:5]([C:8](=[O:35])[CH2:9][N:10]2[C:14]3([CH2:19][CH2:18][NH:17][CH2:16][CH2:15]3)[N:13]=[C:12]([C:27]3[CH:32]=[CH:31][C:30]([Cl:33])=[CH:29][CH:28]=3)[C:11]2=[O:34])=[CH:4][C:3]=1[CH3:36]. (2) Given the reactants [C:1]1([C:7]([CH:11]2[CH:16]3[CH2:17][CH2:18][N:13]([CH2:14][CH2:15]3)[CH2:12]2)([OH:10])[C:8]#[CH:9])[CH:6]=[CH:5][CH:4]=[CH:3][CH:2]=1.Br[C:20]1[CH:29]=[CH:28][C:23]([C:24]([O:26][CH3:27])=[O:25])=[CH:22][CH:21]=1.C(N(CC)CC)C.[Cl-], predict the reaction product. The product is: [OH:10][C:7]([C:1]1[CH:2]=[CH:3][CH:4]=[CH:5][CH:6]=1)([CH:11]1[CH:16]2[CH2:17][CH2:18][N:13]([CH2:14][CH2:15]2)[CH2:12]1)[C:8]#[C:9][C:20]1[CH:29]=[CH:28][C:23]([C:24]([O:26][CH3:27])=[O:25])=[CH:22][CH:21]=1. (3) Given the reactants [NH2:1][C:2]1[CH:7]=[CH:6][CH:5]=[CH:4][C:3]=1[NH:8][C:9](=[O:28])[C:10]1[CH:15]=[CH:14][C:13]([N:16]2[CH2:20][CH2:19][C@H:18]([S:21][C:22]3[CH:27]=[CH:26][CH:25]=[CH:24][N:23]=3)[CH2:17]2)=[CH:12][CH:11]=1.C1C=C(Cl)C=C(C(OO)=[O:37])C=1, predict the reaction product. The product is: [NH2:1][C:2]1[CH:7]=[CH:6][CH:5]=[CH:4][C:3]=1[NH:8][C:9](=[O:28])[C:10]1[CH:11]=[CH:12][C:13]([N:16]2[CH2:20][CH2:19][C@H:18]([S@@:21]([C:22]3[CH:27]=[CH:26][CH:25]=[CH:24][N:23]=3)=[O:37])[CH2:17]2)=[CH:14][CH:15]=1. (4) Given the reactants CC1[N:3]([C:8]2[N:13]=[C:12]([CH2:14][O:15][C@H:16]3[CH2:20][N:19](C(OC(C)(C)C)=O)[C@H:18]([CH2:28][O:29][CH2:30][C:31]4[CH:36]=[C:35]([CH3:37])[CH:34]=[C:33]([N:38]5C(C)=CC=C5C)[N:32]=4)[CH2:17]3)[CH:11]=[C:10]([CH3:45])[CH:9]=2)C(C)=CC=1.NO.Cl.O.[OH-].[Na+], predict the reaction product. The product is: [NH2:38][C:33]1[N:32]=[C:31]([CH2:30][O:29][CH2:28][C@H:18]2[NH:19][CH2:20][C@H:16]([O:15][CH2:14][C:12]3[N:13]=[C:8]([NH2:3])[CH:9]=[C:10]([CH3:45])[CH:11]=3)[CH2:17]2)[CH:36]=[C:35]([CH3:37])[CH:34]=1. (5) Given the reactants [C:1]([O:5][C:6]([NH:8][C@H:9]([CH2:14][C:15]([N:17]1[CH2:22][CH2:21][C:20](=[C:23]2[C:29]3[CH:30]=[CH:31][CH:32]=[CH:33][C:28]=3[CH:27]=[CH:26][C:25]3[CH:34]=[CH:35][CH:36]=[CH:37][C:24]2=3)[CH2:19][CH2:18]1)=[O:16])[C:10](OC)=[O:11])=[O:7])(C)(C)[CH3:2].Cl.C(OCC)(=O)C.C(OC(OCC)=O)(=O)OCC.C(N(CC)CC)C.[Cl-].[NH4+], predict the reaction product. The product is: [CH2:1]([O:5][C:6](=[O:7])[NH:8][C@@H:9]([CH2:10][OH:11])[CH2:14][C:15]([N:17]1[CH2:22][CH2:21][C:20](=[C:23]2[C:24]3[CH:37]=[CH:36][CH:35]=[CH:34][C:25]=3[CH:26]=[CH:27][C:28]3[CH:33]=[CH:32][CH:31]=[CH:30][C:29]2=3)[CH2:19][CH2:18]1)=[O:16])[CH3:2]. (6) The product is: [Cl:1][C:2]1[CH:3]=[C:4]([N:8]2[CH2:9][CH2:10][N:11]([CH2:14][CH2:15][NH:16][CH2:23][C:20]3[CH:19]=[C:18]([CH3:17])[NH:22][N:21]=3)[CH2:12][CH2:13]2)[CH:5]=[CH:6][CH:7]=1. Given the reactants [Cl:1][C:2]1[CH:3]=[C:4]([N:8]2[CH2:13][CH2:12][N:11]([CH2:14][CH2:15][NH2:16])[CH2:10][CH2:9]2)[CH:5]=[CH:6][CH:7]=1.[CH3:17][C:18]1[NH:22][N:21]=[C:20]([CH:23]=O)[CH:19]=1, predict the reaction product. (7) Given the reactants Br[C:2]1[N:3]=[C:4]([CH:8]=[O:9])[N:5]([CH3:7])[CH:6]=1.[O:10]1[CH:14]=[CH:13][C:12](B(O)O)=[CH:11]1.COCCOC.C(=O)([O-])[O-].[Na+].[Na+], predict the reaction product. The product is: [O:10]1[CH:14]=[CH:13][C:12]([C:2]2[N:3]=[C:4]([CH:8]=[O:9])[N:5]([CH3:7])[CH:6]=2)=[CH:11]1.